From a dataset of Full USPTO retrosynthesis dataset with 1.9M reactions from patents (1976-2016). Predict the reactants needed to synthesize the given product. (1) Given the product [F:16][C:11]1[CH:10]=[C:9]([O:8][C:6]2[CH:5]=[CH:4][N:3]=[C:2]([C:21]3[CH:20]=[N:19][N:18]([CH3:17])[CH:22]=3)[CH:7]=2)[CH:14]=[CH:13][C:12]=1[NH2:15], predict the reactants needed to synthesize it. The reactants are: Cl[C:2]1[CH:7]=[C:6]([O:8][C:9]2[CH:14]=[CH:13][C:12]([NH2:15])=[C:11]([F:16])[CH:10]=2)[CH:5]=[CH:4][N:3]=1.[CH3:17][N:18]1[CH:22]=[CH:21][C:20](B2OC(C)(C)C(C)(C)O2)=[N:19]1.C([O-])([O-])=O.[Na+].[Na+].O. (2) Given the product [C:1]([S:25][CH2:24][CH2:23][NH2:22])([C:14]1[CH:19]=[CH:18][CH:17]=[CH:16][CH:15]=1)([C:8]1[CH:13]=[CH:12][CH:11]=[CH:10][CH:9]=1)[C:2]1[CH:7]=[CH:6][CH:5]=[CH:4][CH:3]=1, predict the reactants needed to synthesize it. The reactants are: [C:1](Cl)([C:14]1[CH:19]=[CH:18][CH:17]=[CH:16][CH:15]=1)([C:8]1[CH:13]=[CH:12][CH:11]=[CH:10][CH:9]=1)[C:2]1[CH:7]=[CH:6][CH:5]=[CH:4][CH:3]=1.Cl.[NH2:22][CH2:23][CH2:24][SH:25]. (3) Given the product [Br:1][C:2]1[N:10]([CH2:11][C:12]2[CH:17]=[CH:16][CH:15]=[CH:14][C:13]=2[Cl:18])[C:9]2[C:8](=[O:19])[N:7]([CH2:28][CH2:29][C:30]3[CH:35]=[CH:34][CH:33]=[CH:32][CH:31]=3)[C:6](=[O:20])[N:5]([CH3:21])[C:4]=2[N:3]=1, predict the reactants needed to synthesize it. The reactants are: [Br:1][C:2]1[N:10]([CH2:11][C:12]2[CH:17]=[CH:16][CH:15]=[CH:14][C:13]=2[Cl:18])[C:9]2[C:8](=[O:19])[NH:7][C:6](=[O:20])[N:5]([CH3:21])[C:4]=2[N:3]=1.CN(C)C=O.Br[CH2:28][CH2:29][C:30]1[CH:35]=[CH:34][CH:33]=[CH:32][CH:31]=1.C(=O)([O-])[O-].[K+].[K+].